From a dataset of Catalyst prediction with 721,799 reactions and 888 catalyst types from USPTO. Predict which catalyst facilitates the given reaction. (1) Reactant: C[O:2][C:3]([C:5]1[C:6](=[O:16])[NH:7][C:8]([C:12]([F:15])([F:14])[F:13])=[C:9]([CH3:11])[CH:10]=1)=[O:4].O.[OH-].[Li+].Cl. Product: [CH3:11][C:9]1[CH:10]=[C:5]([C:3]([OH:4])=[O:2])[C:6](=[O:16])[NH:7][C:8]=1[C:12]([F:14])([F:15])[F:13]. The catalyst class is: 5. (2) Reactant: [CH2:1]([N:8]1[CH2:13][CH:12]([C:14]2[CH:19]=[CH:18][C:17](Br)=[CH:16][CH:15]=2)[O:11][CH2:10][CH2:9]1)[C:2]1[CH:7]=[CH:6][CH:5]=[CH:4][CH:3]=1.[Li]CCCC.[CH3:26][C:27]1[CH:32]=[CH:31][CH:30]=[CH:29][C:28]=1[S:33](F)(=[O:35])=[O:34].C([O-])(O)=O.[Na+]. Product: [CH2:1]([N:8]1[CH2:9][CH2:10][O:11][CH:12]([C:14]2[CH:19]=[CH:18][C:17]([S:33]([C:28]3[C:27]([CH3:26])=[CH:32][CH:31]=[CH:30][CH:29]=3)(=[O:35])=[O:34])=[CH:16][CH:15]=2)[CH2:13]1)[C:2]1[CH:7]=[CH:6][CH:5]=[CH:4][CH:3]=1. The catalyst class is: 49. (3) Reactant: [CH3:1][N:2]1[CH:7]=[CH:6][C:5]2[O:8][CH:9]=[N:10][C:4]=2[C:3]1=[O:11].C1C(=O)N([Br:19])C(=O)C1.CC(=O)OCC. Product: [Br:19][C:6]1[C:5]2[O:8][CH:9]=[N:10][C:4]=2[C:3](=[O:11])[N:2]([CH3:1])[CH:7]=1. The catalyst class is: 23. (4) Reactant: B(Cl)(Cl)Cl.[F:5][C:6]1[CH:11]=[CH:10][C:9]([OH:12])=[CH:8][C:7]=1[CH3:13].CS[C:16]#[N:17].[Cl-].[Al+3].[Cl-].[Cl-]. Product: [F:5][C:6]1[C:7]([CH3:13])=[CH:8][C:9]([OH:12])=[C:10]([CH:11]=1)[C:16]#[N:17]. The catalyst class is: 4. (5) Reactant: [Br:1][C:2]1[CH:7]=[CH:6][C:5]([CH2:8][S:9][CH2:10][C:11]2[NH:12][C:13](=[O:16])[NH:14][N:15]=2)=[CH:4][CH:3]=1.ClC1C=CC=C(C(OO)=[O:25])C=1.[OH2:28].C(=O)([O-])O.[Na+]. Product: [Br:1][C:2]1[CH:7]=[CH:6][C:5]([CH2:8][S:9]([CH2:10][C:11]2[NH:12][C:13](=[O:16])[NH:14][N:15]=2)(=[O:25])=[O:28])=[CH:4][CH:3]=1. The catalyst class is: 3. (6) Reactant: [F:1][C:2]([F:14])([F:13])[O:3][C:4]1[CH:12]=[CH:11][C:7]([C:8](O)=[O:9])=[CH:6][CH:5]=1.S(Cl)([Cl:17])=O.CN(C)C(=O)C. Product: [F:1][C:2]([F:14])([F:13])[O:3][C:4]1[CH:12]=[CH:11][C:7]([C:8]([Cl:17])=[O:9])=[CH:6][CH:5]=1. The catalyst class is: 11.